Dataset: Catalyst prediction with 721,799 reactions and 888 catalyst types from USPTO. Task: Predict which catalyst facilitates the given reaction. (1) Reactant: C[O:2][CH:3](OC)[C:4]1[C:5]([O:14][CH3:15])=[N:6][CH:7]=[C:8]([S:10]([CH3:13])(=[O:12])=[O:11])[CH:9]=1.Cl.C(=O)([O-])[O-].[Na+].[Na+]. Product: [CH3:13][S:10]([C:8]1[CH:9]=[C:4]([CH:3]=[O:2])[C:5]([O:14][CH3:15])=[N:6][CH:7]=1)(=[O:12])=[O:11]. The catalyst class is: 21. (2) The catalyst class is: 36. Reactant: C(O)=O.CC(O[C:8]([CH3:10])=O)=O.[N+:11]([C:14]1[CH:23]=[C:22]2[C:17](C[CH2:19][NH:20][CH2:21]2)=[CH:16][CH:15]=1)([O-:13])=[O:12].Cl. Product: [CH3:19][N:20]1[CH2:10][CH2:8][C:17]2[C:22](=[CH:23][C:14]([N+:11]([O-:13])=[O:12])=[CH:15][CH:16]=2)[CH2:21]1. (3) Reactant: [C:1](Cl)(=[O:4])[CH:2]=[CH2:3].C(N(CC)CC)C.[C:13]([OH:17])(=[O:16])[CH:14]=[CH2:15]. Product: [C:13]([O:17][C:1](=[O:4])[CH:2]=[CH2:3])(=[O:16])[CH:14]=[CH2:15]. The catalyst class is: 1. (4) Reactant: [CH3:1][O:2][C:3]1[CH:4]=[C:5]([NH:11][C:12]2[C:13]3[N:29]=[CH:28][S:27][C:14]=3[N:15]=[C:16]([C:18]3[CH:26]=[CH:25][C:21]([C:22](O)=[O:23])=[CH:20][CH:19]=3)[N:17]=2)[CH:6]=[CH:7][C:8]=1[O:9][CH3:10].CC[N:32]=C=NCCCN(C)C.C1C=CC2N(O)N=NC=2C=1.CCN(CC)CC. Product: [CH3:1][O:2][C:3]1[CH:4]=[C:5]([NH:11][C:12]2[C:13]3[N:29]=[CH:28][S:27][C:14]=3[N:15]=[C:16]([C:18]3[CH:26]=[CH:25][C:21]([C:22]([NH2:32])=[O:23])=[CH:20][CH:19]=3)[N:17]=2)[CH:6]=[CH:7][C:8]=1[O:9][CH3:10]. The catalyst class is: 2. (5) Reactant: [NH2:1][C:2]1[S:3][C:4]2[C:10]([C:11]3[CH:16]=[CH:15][CH:14]=[CH:13][CH:12]=3)=[CH:9][CH:8]=[C:7]([O:17][CH3:18])[C:5]=2[N:6]=1.O.[NH2:20]N.Cl.Cl.NN. Product: [NH:1]([C:2]1[S:3][C:4]2[C:10]([C:11]3[CH:16]=[CH:15][CH:14]=[CH:13][CH:12]=3)=[CH:9][CH:8]=[C:7]([O:17][CH3:18])[C:5]=2[N:6]=1)[NH2:20]. The catalyst class is: 196. (6) Reactant: O=[C:2]([C:13]1[CH:18]=[CH:17][N:16]=[CH:15][CH:14]=1)[CH2:3][N:4]1[CH:8]=[CH:7][CH:6]=[C:5]1[C:9]([O:11]C)=O.[CH2:19]([NH2:22])[CH2:20][NH2:21]. Product: [N:16]1[CH:17]=[CH:18][C:13]([C:2]23[NH:22][CH2:19][CH2:20][N:21]2[C:9](=[O:11])[C:5]2[N:4]([CH:8]=[CH:7][CH:6]=2)[CH2:3]3)=[CH:14][CH:15]=1. The catalyst class is: 12. (7) Product: [Cl:19][C:16]1[CH:17]=[CH:18][C:13]2[CH2:12][N:10]([CH3:11])[CH2:9][CH:8]([C:5]3[CH:6]=[CH:7][C:2]([Cl:1])=[CH:3][CH:4]=3)[O:21][C:14]=2[N:15]=1. The catalyst class is: 1. Reactant: [Cl:1][C:2]1[CH:7]=[CH:6][C:5]([CH:8]([OH:21])[CH2:9][N:10]([CH2:12][C:13]2[C:14](Cl)=[N:15][C:16]([Cl:19])=[CH:17][CH:18]=2)[CH3:11])=[CH:4][CH:3]=1.[H-].[Na+].O.C(Cl)Cl. (8) Reactant: [OH:1]/[N:2]=[C:3](/[NH:5][C:6](=O)[CH2:7][CH:8]1[CH2:13][CH2:12][CH:11]([C:14]2[S:15][C:16]([C:19]3[CH:24]=[CH:23][C:22]([N+:25]([O-:27])=[O:26])=[CH:21][CH:20]=3)=[CH:17][N:18]=2)[CH2:10][CH2:9]1)\[CH3:4]. Product: [CH3:4][C:3]1[N:5]=[C:6]([CH2:7][CH:8]2[CH2:9][CH2:10][CH:11]([C:14]3[S:15][C:16]([C:19]4[CH:24]=[CH:23][C:22]([N+:25]([O-:27])=[O:26])=[CH:21][CH:20]=4)=[CH:17][N:18]=3)[CH2:12][CH2:13]2)[O:1][N:2]=1. The catalyst class is: 3. (9) Reactant: [F:1][C:2]1[CH:3]=[C:4]([CH:6]=[C:7]([F:9])[CH:8]=1)[NH2:5].[Cl:10][C:11]1[CH:16]=[CH:15][C:14]([C:17]2[C:18](=[O:31])[N:19]([CH2:27][C:28](Cl)=[O:29])[C:20]3([CH2:26][CH2:25][CH2:24][CH2:23][CH2:22]3)[N:21]=2)=[CH:13][CH:12]=1.C(N(CC)CC)C.C(=O)([O-])O.[Na+]. Product: [Cl:10][C:11]1[CH:12]=[CH:13][C:14]([C:17]2[C:18](=[O:31])[N:19]([CH2:27][C:28]([NH:5][C:4]3[CH:3]=[C:2]([F:1])[CH:8]=[C:7]([F:9])[CH:6]=3)=[O:29])[C:20]3([CH2:26][CH2:25][CH2:24][CH2:23][CH2:22]3)[N:21]=2)=[CH:15][CH:16]=1. The catalyst class is: 2.